From a dataset of Forward reaction prediction with 1.9M reactions from USPTO patents (1976-2016). Predict the product of the given reaction. (1) Given the reactants ClCCl.[C:4]([O:8][C:9]([N:11]([CH2:35][C:36]1[CH:45]=[CH:44][C:39]2[O:40][CH2:41][CH2:42][O:43][C:38]=2[CH:37]=1)[CH:12]1[CH2:17][CH2:16][N:15]([CH2:18][CH2:19][N:20]2[C:29]3[C:24](=[CH:25][CH:26]=[C:27]([C:30]([OH:32])=O)[CH:28]=3)[C:23]([CH3:33])=[CH:22][C:21]2=[O:34])[CH2:14][CH2:13]1)=[O:10])([CH3:7])([CH3:6])[CH3:5].Cl.CN.F[P-](F)(F)(F)(F)F.[N:56]1(OC(N(C)C)=[N+](C)C)[C:60]2N=CC=CC=2N=N1, predict the reaction product. The product is: [C:4]([O:8][C:9](=[O:10])[N:11]([CH2:35][C:36]1[CH:45]=[CH:44][C:39]2[O:40][CH2:41][CH2:42][O:43][C:38]=2[CH:37]=1)[CH:12]1[CH2:17][CH2:16][N:15]([CH2:18][CH2:19][N:20]2[C:29]3[C:24](=[CH:25][CH:26]=[C:27]([C:30]([NH:56][CH3:60])=[O:32])[CH:28]=3)[C:23]([CH3:33])=[CH:22][C:21]2=[O:34])[CH2:14][CH2:13]1)([CH3:5])([CH3:6])[CH3:7]. (2) Given the reactants [Br:1][C:2]1[C:7]2[N:8]([CH3:12])[C:9](=O)[NH:10][C:6]=2[CH:5]=[CH:4][CH:3]=1.O.P(Cl)(Cl)([Cl:16])=O, predict the reaction product. The product is: [Br:1][C:2]1[C:7]2[N:8]([CH3:12])[C:9]([Cl:16])=[N:10][C:6]=2[CH:5]=[CH:4][CH:3]=1. (3) Given the reactants Cl[C:2]1[CH:7]=[CH:6][N:5]=[C:4]2[CH:8]=[C:9]([C:11]([N:13]3[CH2:17][CH2:16][C@@H:15]([OH:18])[CH2:14]3)=[O:12])[S:10][C:3]=12.[OH:19][CH2:20][CH2:21][CH2:22][NH:23][C:24]([C:26]1[C:34]2[C:29](=[CH:30][C:31]([OH:35])=[CH:32][CH:33]=2)[N:28]([CH3:36])[C:27]=1[CH3:37])=[O:25].C([O-])([O-])=O.[Cs+].[Cs+], predict the reaction product. The product is: [OH:19][CH2:20][CH2:21][CH2:22][NH:23][C:24]([C:26]1[C:34]2[C:29](=[CH:30][C:31]([O:35][C:2]3[CH:7]=[CH:6][N:5]=[C:4]4[CH:8]=[C:9]([C:11]([N:13]5[CH2:17][CH2:16][C@@H:15]([OH:18])[CH2:14]5)=[O:12])[S:10][C:3]=34)=[CH:32][CH:33]=2)[N:28]([CH3:36])[C:27]=1[CH3:37])=[O:25]. (4) Given the reactants C([O:3][C:4](=[O:36])[C:5]1[CH:10]=[CH:9][CH:8]=[C:7]([N:11]2[C:15]([CH3:16])=[CH:14][CH:13]=[C:12]2[C:17]2[CH:22]=[C:21]([S:23]([CH3:26])(=[O:25])=[O:24])[CH:20]=[CH:19][C:18]=2[O:27][CH2:28][C:29]2[CH:34]=[CH:33][C:32]([Cl:35])=[CH:31][CH:30]=2)[CH:6]=1)C.C(O)C, predict the reaction product. The product is: [CH3:26][S:23]([C:21]1[CH:20]=[CH:19][C:18]([O:27][CH2:28][C:29]2[CH:30]=[CH:31][C:32]([Cl:35])=[CH:33][CH:34]=2)=[C:17]([C:12]2[N:11]([C:7]3[CH:6]=[C:5]([CH:10]=[CH:9][CH:8]=3)[C:4]([OH:36])=[O:3])[C:15]([CH3:16])=[CH:14][CH:13]=2)[CH:22]=1)(=[O:24])=[O:25]. (5) Given the reactants [O:1]1[CH2:7][CH:6]([C:8]2[C:16]3[S:15][C:14]([NH2:17])=[N:13][C:12]=3[C:11]([O:18][CH3:19])=[CH:10][CH:9]=2)[CH2:5][O:4][CH2:3][CH2:2]1.Cl[C:21](OC1C=CC=CC=1)=[O:22].[NH:30]1[CH2:35][CH2:34][CH2:33][CH2:32][CH2:31]1, predict the reaction product. The product is: [O:4]1[CH2:5][CH:6]([C:8]2[C:16]3[S:15][C:14]([NH:17][C:21]([N:30]4[CH2:35][CH2:34][CH2:33][CH2:32][CH2:31]4)=[O:22])=[N:13][C:12]=3[C:11]([O:18][CH3:19])=[CH:10][CH:9]=2)[CH2:7][O:1][CH2:2][CH2:3]1.